This data is from Peptide-MHC class I binding affinity with 185,985 pairs from IEDB/IMGT. The task is: Regression. Given a peptide amino acid sequence and an MHC pseudo amino acid sequence, predict their binding affinity value. This is MHC class I binding data. The binding affinity (normalized) is 0.631. The peptide sequence is LLMCAVHPEL. The MHC is HLA-A02:01 with pseudo-sequence HLA-A02:01.